This data is from Forward reaction prediction with 1.9M reactions from USPTO patents (1976-2016). The task is: Predict the product of the given reaction. (1) Given the reactants [CH3:1][O:2][C:3]1[CH:4]=[C:5]([C:17]2[CH2:18][CH2:19][N:20](C(OCC3C=CC=CC=3)=O)[CH2:21][CH:22]=2)[CH:6]=[CH:7][C:8]=1[NH:9][C:10]([O:12][C:13]([CH3:16])([CH3:15])[CH3:14])=[O:11], predict the reaction product. The product is: [CH3:1][O:2][C:3]1[CH:4]=[C:5]([CH:17]2[CH2:22][CH2:21][NH:20][CH2:19][CH2:18]2)[CH:6]=[CH:7][C:8]=1[NH:9][C:10](=[O:11])[O:12][C:13]([CH3:15])([CH3:14])[CH3:16]. (2) Given the reactants O[CH2:2][CH:3]1[CH2:12][CH2:11][C:10]2[C:5](=[CH:6][CH:7]=[C:8]([N+:13]([O-:15])=[O:14])[CH:9]=2)[NH:4]1.C1(P(C2C=CC=CC=2)C2C=CC=CC=2)C=CC=CC=1.C(Br)(Br)(Br)[Br:36], predict the reaction product. The product is: [Br:36][CH2:2][CH:3]1[CH2:12][CH2:11][C:10]2[C:5](=[CH:6][CH:7]=[C:8]([N+:13]([O-:15])=[O:14])[CH:9]=2)[NH:4]1. (3) Given the reactants [Cl:1][C:2]1[CH:8]=[CH:7][CH:6]=[CH:5][C:3]=1[NH2:4].CN1CCCC1=O.C(N(CC)C(C)C)(C)C.[Cl:25][C:26]1[N:31]=[C:30](Cl)[C:29]([Cl:33])=[CH:28][N:27]=1, predict the reaction product. The product is: [Cl:1][C:2]1[CH:8]=[CH:7][CH:6]=[CH:5][C:3]=1[NH:4][C:28]1[C:29]([Cl:33])=[CH:30][N:31]=[C:26]([Cl:25])[N:27]=1. (4) Given the reactants [NH2:1][C:2]1[N:10]=[CH:9][N:8]=[C:7]2[C:3]=1[N:4]=[C:5]([S:19][C:20]1[CH:25]=[C:24]([O:26][CH3:27])[CH:23]=[CH:22][C:21]=1[I:28])[N:6]2[CH2:11][CH2:12][CH2:13]OS(C)(=O)=O.[CH:29]([NH2:32])([CH3:31])[CH3:30], predict the reaction product. The product is: [I:28][C:21]1[CH:22]=[CH:23][C:24]([O:26][CH3:27])=[CH:25][C:20]=1[S:19][C:5]1[N:6]([CH2:11][CH2:12][CH2:13][NH:32][CH:29]([CH3:31])[CH3:30])[C:7]2[C:3]([N:4]=1)=[C:2]([NH2:1])[N:10]=[CH:9][N:8]=2. (5) Given the reactants [N:1]([O-:3])=[O:2].[Na+].[CH2:5](N)[CH2:6][CH2:7][CH2:8][CH2:9][CH2:10][CH2:11][CH2:12][CH2:13][CH2:14][CH2:15][CH2:16][CH2:17][CH2:18][CH2:19][CH2:20][CH2:21][CH3:22].O.O.C1(C=C(O)C=C(O)C=1)O.O, predict the reaction product. The product is: [N+:1]([CH2:22][CH2:21][CH2:20][CH2:19][CH2:18][CH2:17][CH2:16][CH2:15][CH2:14][CH2:13][CH2:12][CH2:11][CH2:10][CH2:9][CH2:8][CH2:7][CH2:6][CH3:5])([O-:3])=[O:2]. (6) Given the reactants Cl[C:2]1[N:3]=[C:4]([N:22]2[CH2:27][CH2:26][O:25][CH2:24][CH2:23]2)[C:5]2[N:10]=[C:9]([CH2:11][N:12]3[CH2:17][CH2:16][CH:15]([C:18]([OH:21])([CH3:20])[CH3:19])[CH2:14][CH2:13]3)[S:8][C:6]=2[N:7]=1.[CH2:28]([C:30]1[NH:34][C:33]2[CH:35]=[CH:36][CH:37]=[CH:38][C:32]=2[N:31]=1)[CH3:29].C(=O)([O-])[O-].[Cs+].[Cs+], predict the reaction product. The product is: [CH2:28]([C:30]1[N:31]([C:2]2[N:3]=[C:4]([N:22]3[CH2:27][CH2:26][O:25][CH2:24][CH2:23]3)[C:5]3[N:10]=[C:9]([CH2:11][N:12]4[CH2:17][CH2:16][CH:15]([C:18]([OH:21])([CH3:20])[CH3:19])[CH2:14][CH2:13]4)[S:8][C:6]=3[N:7]=2)[C:32]2[CH:38]=[CH:37][CH:36]=[CH:35][C:33]=2[N:34]=1)[CH3:29].